From a dataset of Peptide-MHC class I binding affinity with 185,985 pairs from IEDB/IMGT. Regression. Given a peptide amino acid sequence and an MHC pseudo amino acid sequence, predict their binding affinity value. This is MHC class I binding data. (1) The peptide sequence is STVIKGPLL. The MHC is H-2-Kb with pseudo-sequence H-2-Kb. The binding affinity (normalized) is 0.596. (2) The peptide sequence is AAAVAYPEL. The MHC is HLA-C05:01 with pseudo-sequence HLA-C05:01. The binding affinity (normalized) is 0.0847.